Dataset: Reaction yield outcomes from USPTO patents with 853,638 reactions. Task: Predict the reaction yield, written as a fraction of the theoretical maximum amount of product (1.0 means a 100% yield; for example, 0.34 means a 34% yield). (1) The reactants are P(Cl)(Cl)(Cl)=O.[F:6][C:7]1[CH:12]=[CH:11][C:10]([C:13]2[CH:25]=[C:16]3[CH:17]=[CH:18][C:19]([C:21]([F:24])([F:23])[F:22])=[CH:20][N:15]3[N:14]=2)=[CH:9][CH:8]=1.CN(C)[CH:28]=[O:29]. No catalyst specified. The product is [F:6][C:7]1[CH:8]=[CH:9][C:10]([C:13]2[C:25]([CH:28]=[O:29])=[C:16]3[CH:17]=[CH:18][C:19]([C:21]([F:23])([F:22])[F:24])=[CH:20][N:15]3[N:14]=2)=[CH:11][CH:12]=1. The yield is 0.940. (2) The reactants are [CH:1]1[C:11]2[CH:10]=[CH:9][C:8]3[CH:12]=[CH:13][CH:14]=[CH:15][C:7]=3[NH:6][C:5]=2[CH:4]=[CH:3][CH:2]=1.C([Sn](Cl)(Cl)CCCC)CCC.[CH:27]([C:29]1[CH:38]=[CH:37][C:32]([C:33]([O:35][CH3:36])=[O:34])=[CH:31][CH:30]=1)=O.C1([SiH3])C=CC=CC=1. The catalyst is C1COCC1. The product is [CH:1]1[C:11]2[CH:10]=[CH:9][C:8]3[CH:12]=[CH:13][CH:14]=[CH:15][C:7]=3[N:6]([CH2:27][C:29]3[CH:38]=[CH:37][C:32]([C:33]([O:35][CH3:36])=[O:34])=[CH:31][CH:30]=3)[C:5]=2[CH:4]=[CH:3][CH:2]=1. The yield is 0.830. (3) The reactants are [CH2:1]([C:3]1[CH:8]=[C:7]([N+]([O-])=O)[CH:6]=[CH:5][N:4]=1)[CH3:2].[OH-].[Na+].C([Br:17])(=O)C. No catalyst specified. The product is [Br:17][C:7]1[CH:6]=[CH:5][N:4]=[C:3]([CH2:1][CH3:2])[CH:8]=1. The yield is 0.620.